Regression. Given a peptide amino acid sequence and an MHC pseudo amino acid sequence, predict their binding affinity value. This is MHC class I binding data. From a dataset of Peptide-MHC class I binding affinity with 185,985 pairs from IEDB/IMGT. (1) The peptide sequence is IVIIVLIVI. The binding affinity (normalized) is 0.193. The MHC is HLA-A32:01 with pseudo-sequence HLA-A32:01. (2) The peptide sequence is DTSNTGRAEL. The MHC is HLA-A29:02 with pseudo-sequence HLA-A29:02. The binding affinity (normalized) is 0. (3) The peptide sequence is RSQSPRRRR. The MHC is HLA-A11:01 with pseudo-sequence HLA-A11:01. The binding affinity (normalized) is 0. (4) The peptide sequence is GANYLGKPK. The MHC is HLA-A11:01 with pseudo-sequence HLA-A11:01. The binding affinity (normalized) is 0.355. (5) The peptide sequence is STAVNNMML. The MHC is H-2-Kb with pseudo-sequence H-2-Kb. The binding affinity (normalized) is 0.310.